Binary Classification. Given a miRNA mature sequence and a target amino acid sequence, predict their likelihood of interaction. From a dataset of Experimentally validated miRNA-target interactions with 360,000+ pairs, plus equal number of negative samples. (1) The miRNA is hsa-miR-6499-3p with sequence AGCAGUGUUUGUUUUGCCCACA. The protein sequence of the target gene is MCCEKWSRVAEMFLFIEEREDCKILCLCSRAFVEDRKLYNLGLKGYYIRDSGNNSGDQATEEEEGGYSCGTAESHDSKGIGLDESELDSEAELMRSMGLPLQFGRITAHKDFEVSMNTRNKVKIKKKKHQKKYLDEIVQESWRKEYEEDDILASDDPSSIEQYENTRTYELQSKKDTETENPPVENTLSPKLEITEKWEKYWNEYGGGLLWQSWQEKHPGQALSSEPWNFPDTKEEWEQHYSQLYWYYLEQFQYWEAQGWTFDASQSCDTDTYTSKTEADDKNDEKCMKVDLVSFPSSPI.... Result: 1 (interaction). (2) The miRNA is hsa-miR-514a-5p with sequence UACUCUGGAGAGUGACAAUCAUG. The protein sequence of the target gene is MSFPPHLNRPPMGIPALPPGIPPPQFPGFPPPVPPGTPMIPVPMSIMAPAPTVLVPTVSMVGKHLGARKDHPGLKLKENDENCGPTTTVFVGNISEKASDMLIRQLLAKCGLVLSWKRVQGASGKLQAFGFCEYKEPESTLRALRLLHDLQIGEKKLLVKVDAKTKAQLDEWKAKKKANGNARPETVTNDDEEALDEETKRRDQMIKGAIEVLIREYSSELNAPSQESDSHPRKKKKEKKEDIFRRFPVAPLIPYPLITKEDINAIEMEEDKRDLISREISKFRDTHKKLEEEKGKKEKE.... Result: 0 (no interaction). (3) Result: 1 (interaction). The miRNA is hsa-miR-3065-5p with sequence UCAACAAAAUCACUGAUGCUGGA. The protein sequence of the target gene is MGQLIAKLMSIFGNQEHTVIIVGLDNEGKTTILYRFLTNEVVHMCPTIGSNVEEIILPKTHFFMWDIVRPEALSFIWNTYYSNTEFIILVIDSTDRDRLLTTREELYKMLAHEALQDASVLIFANKQDVKDSMRMVEISHFLTLSTIKDHSWHIQGCCALTREGLPARLQWMESQAAAN. (4) The protein sequence of the target gene is MAASEVAGVVANAPSPPESSSLCASKSDEGLPDGLSTKDSAQKQKNSPLLSVSSQTITKENNRNVHLEHSEQNPGSSAGDTSAAHQVVLGENLIATALCLSGSGSQSDLKDVASTAGEEGDTSLRESLHPVTRSLKAGCHTKQLASRNCSEEKSPQTSILKEGNRDTSLDFRPVVSPANGVEGVRVDQDDDQDSSSLKLSQNIAVQTDFKTADSEVNTDQDIEKNLDKMMTERTLLKERYQEVLDKQRQVENQLQVQLKQLQQRREEEMKNHQEILKAIQDVTIKREETKKKIEKEKKEF.... Result: 0 (no interaction). The miRNA is mmu-miR-486a-5p with sequence UCCUGUACUGAGCUGCCCCGAG. (5) The miRNA is hsa-miR-4487 with sequence AGAGCUGGCUGAAGGGCAG. The protein sequence of the target gene is MCFLRRPGAPASWIWWRMLRQVLRRGLQSFCHRLGLCVSRHPVFFLTVPAVLTITFGLSALNRFQTEGDLERLVAPSHSLAKIERSLASSLFPLDQSKSQLYSDLHTPGRYGRVILLSSPGDNILLQAEGILQTHRAVMEMKVNHKGYNYTFSHLCVLRNQDKKCVLDDIISVLEDLRQAAVSNKTTARVQVRYPNTKLKDGRNSFIGHQLGGVVEVPNSKDQRVKSARAIQITYYLQTYGSATQDLIGEKWENEFCKLMRKLQEEHQDLQLYSLASFSLWRDFHKTSILTRSKVLVSLV.... Result: 0 (no interaction). (6) The miRNA is hsa-miR-423-3p with sequence AGCUCGGUCUGAGGCCCCUCAGU. The protein sequence of the target gene is MALRRLLLPPLLLSLLLSLASLHLPPGADAARGRSGNRTLNAGAVGGRRAGGALARGGRELNSTARASGVPEAGSRRGQSAAAAAAAAAAASATVTYETCWGYYDVSGQYDKEFECNNSESGYLYCCGTCYYRFCCKKRHEKLDQRQCTNYQSPVWVQTPSTKVVSPGPENKYDPEKDKTNFTVYITCGVIAFVIVAGVFAKVSYDKAHRPPREMNIHRALADILRQQGPIPIAHCERETISAIDTSPKENTPVRSTSKNHYTPVRTAKQTPGDRQYNHPILSSATQTPTHEKPRMNNIL.... Result: 0 (no interaction). (7) The miRNA is hsa-miR-4776-5p with sequence GUGGACCAGGAUGGCAAGGGCU. The protein sequence of the target gene is MRNRMAPENPQPDPFINRNYSNMKVIPPQDPASPSFTLLSKLECSGTVSAYCSLNLPGSTDPPTSASRVAATTAIRRRHKERTSFTHQQYEELEALFSQTMFPDRNLQEKLALRLDLPESTVKVWFRNRRFKLKKQQQQQSAKQRNQILPSKKNVPTSPRTSPSPYAFSPVISDFYSSLPSQPLDPSNWAWNSTFTESSTSDFQMQDTQWERLVASVPALYSDAYDIFQIIELYNLPDENEISSSSFHCLYQYLSPTKYQVGGQGSSLSIFAGPAVGLSPAQTWPNMTSQAFEAYSLTDS.... Result: 1 (interaction). (8) The miRNA is hsa-miR-6873-5p with sequence CAGAGGGAAUACAGAGGGCAAU. The protein sequence of the target gene is MAEEVVVVAKFDYVAQQEQELDIKKNERLWLLDDSKSWWRVRNSMNKTGFVPSNYVERKNSARKASIVKNLKDTLGIGKVKRKPSVPDTASPADDSFVDPGERLYDLNMPAFVKFNYMAEREDELSLIKGTKVIVMEKCSDGWWRGSYNGQIGWFPSNYVTEEGDSPLGDHVGSLSEKLAAVVNNLNTGQVLHVVQALYPFSSSNDEELNFEKGDVMDVIEKPENDPEWWKCRKINGMVGLVPKNYVTIMQNNPLTSGLEPSPPQCDYIRPSLTGKFAGNPWYYGKVTRHQAEMALNERG.... Result: 0 (no interaction).